From a dataset of Full USPTO retrosynthesis dataset with 1.9M reactions from patents (1976-2016). Predict the reactants needed to synthesize the given product. Given the product [F:1][C:2]([F:17])([F:16])[CH:3]([C:8]1[CH:13]=[CH:12][C:11]([CH:14]=[O:22])=[CH:10][CH:9]=1)[C:4]([F:7])([F:6])[F:5], predict the reactants needed to synthesize it. The reactants are: [F:1][C:2]([F:17])([F:16])[CH:3]([C:8]1[CH:13]=[CH:12][C:11]([CH:14]=C)=[CH:10][CH:9]=1)[C:4]([F:7])([F:6])[F:5].CC([OH:22])(C)C.